Dataset: Catalyst prediction with 721,799 reactions and 888 catalyst types from USPTO. Task: Predict which catalyst facilitates the given reaction. (1) Reactant: [Br:1][C:2]1[CH:6]=[N:5][N:4]([CH3:7])[C:3]=1[C:8]1[CH:9]=[C:10]([NH2:18])[CH:11]=[CH:12][C:13]=1[O:14][CH:15]([CH3:17])[CH3:16].[Cl:19][C:20]1[CH:25]=[CH:24][C:23]([N:26]=[C:27]=[O:28])=[CH:22][CH:21]=1. Product: [Br:1][C:2]1[CH:6]=[N:5][N:4]([CH3:7])[C:3]=1[C:8]1[CH:9]=[C:10]([NH:18][C:27]([NH:26][C:23]2[CH:24]=[CH:25][C:20]([Cl:19])=[CH:21][CH:22]=2)=[O:28])[CH:11]=[CH:12][C:13]=1[O:14][CH:15]([CH3:16])[CH3:17]. The catalyst class is: 2. (2) Reactant: [C:1]([O:5][C:6](=[O:40])[C@@H:7]([NH:11][C:12]([C@H:14]1[C@H:18]([C:19]2[CH:24]=[CH:23][CH:22]=[C:21]([Cl:25])[CH:20]=2)[C@:17]([C:28]2[CH:33]=[CH:32][C:31]([Cl:34])=[CH:30][CH:29]=2)([C:26]#[N:27])[C@H:16]([CH2:35][C:36]([CH3:39])([CH3:38])[CH3:37])[NH:15]1)=[O:13])[CH:8]([CH3:10])[CH3:9])(C)(C)C.C(OC(=O)[C@@H](NC([C@@H]1[C@@H](C2C=CC=C(Cl)C=2)[C@@](C2C=CC(Cl)=CC=2)(C#N)[C@@H](CC(C)(C)C)N1)=O)C(C)C)(C)(C)C.OS(O)(=O)=O. Product: [CH3:1][O:5][C:6](=[O:40])[C@@H:7]([NH:11][C:12]([C@@H:14]1[C@@H:18]([C:19]2[CH:24]=[CH:23][CH:22]=[C:21]([Cl:25])[CH:20]=2)[C@@:17]([C:28]2[CH:29]=[CH:30][C:31]([Cl:34])=[CH:32][CH:33]=2)([C:26]#[N:27])[C@@H:16]([CH2:35][C:36]([CH3:37])([CH3:39])[CH3:38])[NH:15]1)=[O:13])[CH:8]([CH3:10])[CH3:9]. The catalyst class is: 5. (3) Reactant: Cl[CH2:2][C:3]([C:5]1[N:6]([CH3:22])[CH:7]=[C:8]([C:10]([C:12]2[CH:21]=[CH:20][C:19]3[C:14](=[CH:15][CH:16]=[CH:17][CH:18]=3)[CH:13]=2)=[O:11])[CH:9]=1)=[O:4].[CH2:23]([NH:25][CH2:26][CH3:27])[CH3:24]. Product: [CH:13]1[C:14]2[C:19](=[CH:18][CH:17]=[CH:16][CH:15]=2)[CH:20]=[CH:21][C:12]=1[C:10]([C:8]1[CH:9]=[C:5]([C:3](=[O:4])[CH2:2][N:25]([CH2:26][CH3:27])[CH2:23][CH3:24])[N:6]([CH3:22])[CH:7]=1)=[O:11]. The catalyst class is: 14.